This data is from Forward reaction prediction with 1.9M reactions from USPTO patents (1976-2016). The task is: Predict the product of the given reaction. (1) The product is: [C:43]([NH:1][CH2:2][CH2:3][C:4]([N:6]1[CH2:11][CH:10]=[C:9]([C:12]2[CH:13]=[C:14]([NH:18][C:19](=[O:30])[C:20]3[CH:25]=[CH:24][CH:23]=[C:22]([C:26]([F:27])([F:29])[F:28])[CH:21]=3)[CH:15]=[CH:16][CH:17]=2)[N:8]2[N:31]=[CH:32][CH:33]=[C:7]12)=[O:5])(=[O:45])[CH3:44]. Given the reactants [NH2:1][CH2:2][CH2:3][C:4]([N:6]1[CH2:11][CH:10]=[C:9]([C:12]2[CH:13]=[C:14]([NH:18][C:19](=[O:30])[C:20]3[CH:25]=[CH:24][CH:23]=[C:22]([C:26]([F:29])([F:28])[F:27])[CH:21]=3)[CH:15]=[CH:16][CH:17]=2)[N:8]2[N:31]=[CH:32][CH:33]=[C:7]12)=[O:5].CCN(C(C)C)C(C)C.[C:43](OC(=O)C)(=[O:45])[CH3:44], predict the reaction product. (2) Given the reactants [C:1]1([NH:7][C:8]([NH:10][C:11]2[CH:16]=[CH:15][CH:14]=[CH:13][N:12]=2)=S)[CH:6]=[CH:5][CH:4]=[CH:3][CH:2]=1.S(OC)(OC)(=O)=O.Cl.NO.C([N:30](CC)C(C)C)(C)C.C(=O)([O-])[O-].[K+].[K+].C(Cl)(Cl)=O, predict the reaction product. The product is: [C:1]1([NH:7][C:8]2[N:10]=[C:11]3[CH:16]=[CH:15][CH:14]=[CH:13][N:12]3[N:30]=2)[CH:6]=[CH:5][CH:4]=[CH:3][CH:2]=1. (3) Given the reactants [Br:1][C:2]1[C:3](Cl)=[C:4]([C:16]#[N:17])[C:5](=O)[N:6]([C:8]2[CH:13]=[CH:12][CH:11]=[CH:10][C:9]=2[Cl:14])[CH:7]=1.[OH2:19].[NH2:20][NH2:21].O, predict the reaction product. The product is: [NH2:17][C:16]1[C:4]2[C:5](=[O:19])[N:6]([C:8]3[CH:13]=[CH:12][CH:11]=[CH:10][C:9]=3[Cl:14])[CH:7]=[C:2]([Br:1])[C:3]=2[NH:21][N:20]=1. (4) Given the reactants [Br:1][C:2]1[CH:3]=[CH:4][C:5]([F:28])=[C:6]([C:8]([NH2:27])([CH3:26])[CH2:9][C:10]2([S:16]CC3C=CC(OC)=CC=3)[CH2:15][CH2:14][O:13][CH2:12][CH2:11]2)[CH:7]=1.C1(OC)C=CC=CC=1, predict the reaction product. The product is: [NH2:27][C:8]([C:6]1[CH:7]=[C:2]([Br:1])[CH:3]=[CH:4][C:5]=1[F:28])([CH3:26])[CH2:9][C:10]1([SH:16])[CH2:15][CH2:14][O:13][CH2:12][CH2:11]1.